Dataset: NCI-60 drug combinations with 297,098 pairs across 59 cell lines. Task: Regression. Given two drug SMILES strings and cell line genomic features, predict the synergy score measuring deviation from expected non-interaction effect. Drug 1: CN1C(=O)N2C=NC(=C2N=N1)C(=O)N. Drug 2: C1=CC=C(C=C1)NC(=O)CCCCCCC(=O)NO. Cell line: OVCAR-4. Synergy scores: CSS=-0.242, Synergy_ZIP=-1.01, Synergy_Bliss=1.67, Synergy_Loewe=-10.2, Synergy_HSA=-3.16.